Task: Regression. Given two drug SMILES strings and cell line genomic features, predict the synergy score measuring deviation from expected non-interaction effect.. Dataset: NCI-60 drug combinations with 297,098 pairs across 59 cell lines (1) Drug 1: C1=NC2=C(N1)C(=S)N=CN2. Drug 2: CC1=C(C=C(C=C1)C(=O)NC2=CC(=CC(=C2)C(F)(F)F)N3C=C(N=C3)C)NC4=NC=CC(=N4)C5=CN=CC=C5. Cell line: A549. Synergy scores: CSS=2.22, Synergy_ZIP=-1.50, Synergy_Bliss=-1.07, Synergy_Loewe=-3.64, Synergy_HSA=-2.17. (2) Drug 1: CCCCCOC(=O)NC1=NC(=O)N(C=C1F)C2C(C(C(O2)C)O)O. Cell line: SR. Drug 2: CC1=C(N=C(N=C1N)C(CC(=O)N)NCC(C(=O)N)N)C(=O)NC(C(C2=CN=CN2)OC3C(C(C(C(O3)CO)O)O)OC4C(C(C(C(O4)CO)O)OC(=O)N)O)C(=O)NC(C)C(C(C)C(=O)NC(C(C)O)C(=O)NCCC5=NC(=CS5)C6=NC(=CS6)C(=O)NCCC[S+](C)C)O. Synergy scores: CSS=69.6, Synergy_ZIP=4.44, Synergy_Bliss=2.28, Synergy_Loewe=-12.7, Synergy_HSA=2.71.